This data is from NCI-60 drug combinations with 297,098 pairs across 59 cell lines. The task is: Regression. Given two drug SMILES strings and cell line genomic features, predict the synergy score measuring deviation from expected non-interaction effect. (1) Drug 1: CN1C(=O)N2C=NC(=C2N=N1)C(=O)N. Drug 2: COC1=NC(=NC2=C1N=CN2C3C(C(C(O3)CO)O)O)N. Cell line: NCI-H226. Synergy scores: CSS=1.98, Synergy_ZIP=-1.09, Synergy_Bliss=0.901, Synergy_Loewe=-1.53, Synergy_HSA=-1.18. (2) Drug 1: COC1=C(C=C2C(=C1)N=CN=C2NC3=CC(=C(C=C3)F)Cl)OCCCN4CCOCC4. Drug 2: CCN(CC)CCCC(C)NC1=C2C=C(C=CC2=NC3=C1C=CC(=C3)Cl)OC. Cell line: MCF7. Synergy scores: CSS=36.8, Synergy_ZIP=-2.73, Synergy_Bliss=6.17, Synergy_Loewe=7.14, Synergy_HSA=7.10.